Dataset: Full USPTO retrosynthesis dataset with 1.9M reactions from patents (1976-2016). Task: Predict the reactants needed to synthesize the given product. Given the product [N:8]1([C:4]2[N:3]=[C:2]([N:13]3[CH2:18][CH2:17][CH2:16][CH2:15][CH:14]3[CH2:19][CH2:20][OH:21])[CH:7]=[CH:6][N:5]=2)[CH:12]=[CH:11][N:10]=[CH:9]1, predict the reactants needed to synthesize it. The reactants are: Cl[C:2]1[CH:7]=[CH:6][N:5]=[C:4]([N:8]2[CH:12]=[CH:11][N:10]=[CH:9]2)[N:3]=1.[NH:13]1[CH2:18][CH2:17][CH2:16][CH2:15][CH:14]1[CH2:19][CH2:20][OH:21].